The task is: Predict which catalyst facilitates the given reaction.. This data is from Catalyst prediction with 721,799 reactions and 888 catalyst types from USPTO. (1) Reactant: [CH2:1]([NH:8][C:9](=[O:17])[C:10]1[CH:15]=[CH:14][C:13](Cl)=[N:12][CH:11]=1)[C:2]1[CH:7]=[CH:6][CH:5]=[CH:4][CH:3]=1.O.[NH2:19][NH2:20]. Product: [CH2:1]([NH:8][C:9](=[O:17])[C:10]1[CH:15]=[CH:14][C:13]([NH:19][NH2:20])=[N:12][CH:11]=1)[C:2]1[CH:7]=[CH:6][CH:5]=[CH:4][CH:3]=1. The catalyst class is: 8. (2) Reactant: [NH2:1][CH:2]([CH2:10][C:11]1[CH:16]=[CH:15][C:14]([C:17]([F:20])([F:19])[F:18])=[CH:13][CH:12]=1)[CH:3]([C:5]1[CH:9]=[CH:8][O:7][CH:6]=1)[OH:4].[F:21][C:22]1[C:31]2[C:26](=[CH:27][CH:28]=[CH:29][CH:30]=2)[C:25]([C:32](O)=[O:33])=[CH:24][CH:23]=1.Cl.C(N=C=NCCCN(C)C)C.ON1C2C=CC=CC=2N=N1. Product: [F:21][C:22]1[C:31]2[C:26](=[CH:27][CH:28]=[CH:29][CH:30]=2)[C:25]([C:32]([NH:1][CH:2]([CH2:10][C:11]2[CH:16]=[CH:15][C:14]([C:17]([F:20])([F:18])[F:19])=[CH:13][CH:12]=2)[CH:3]([C:5]2[CH:9]=[CH:8][O:7][CH:6]=2)[OH:4])=[O:33])=[CH:24][CH:23]=1. The catalyst class is: 47. (3) Reactant: Cl[C:2]1[CH:7]=[C:6]([O:8][CH2:9][C:10]#[C:11][CH3:12])[N:5]=[CH:4][N:3]=1.C(=O)([O-])[O-].[K+].[K+].[OH:19][C:20]1[CH:21]=[C:22]([C:26](=[O:28])[CH3:27])[CH:23]=[CH:24][CH:25]=1.[Cl-].[NH4+]. Product: [CH2:9]([O:8][C:6]1[CH:7]=[C:2]([O:19][C:20]2[CH:25]=[CH:24][CH:23]=[C:22]([C:26](=[O:28])[CH3:27])[CH:21]=2)[N:3]=[CH:4][N:5]=1)[C:10]#[C:11][CH3:12]. The catalyst class is: 9. (4) Reactant: [C:1]([C:3]1[CH:4]=[C:5]([C:9]2[CH:14]=[CH:13][C:12]([CH:15]([CH2:27][CH:28]=O)[C:16]([NH:18][C:19]3[CH:24]=[C:23]([Cl:25])[CH:22]=[C:21]([Cl:26])[CH:20]=3)=[O:17])=[CH:11][CH:10]=2)[CH:6]=[CH:7][CH:8]=1)#[N:2].[CH3:30][NH2:31]. Product: [C:1]([C:3]1[CH:4]=[C:5]([C:9]2[CH:14]=[CH:13][C:12]([CH:15]([CH2:27][CH2:28][NH:31][CH3:30])[C:16]([NH:18][C:19]3[CH:24]=[C:23]([Cl:25])[CH:22]=[C:21]([Cl:26])[CH:20]=3)=[O:17])=[CH:11][CH:10]=2)[CH:6]=[CH:7][CH:8]=1)#[N:2]. The catalyst class is: 26. (5) Reactant: Br[C:2]1[CH:3]=[C:4]2[C:8](=[CH:9][CH:10]=1)[NH:7][N:6]=[C:5]2[S:11][CH3:12].B1(B2OC(C)(C)C(C)(C)O2)OC(C)(C)C(C)(C)O1.C(O[K])(C)=O.Br[C:37]1[CH:38]=[C:39]([NH:43][C@H:44]([C:47]2[CH:52]=[CH:51][CH:50]=[CH:49][CH:48]=2)[CH2:45][OH:46])[CH:40]=[N:41][CH:42]=1.C([O-])([O-])=O.[K+].[K+]. Product: [CH3:12][S:11][C:5]1[C:4]2[C:8](=[CH:9][CH:10]=[C:2]([C:37]3[CH:38]=[C:39]([NH:43][C@H:44]([C:47]4[CH:52]=[CH:51][CH:50]=[CH:49][CH:48]=4)[CH2:45][OH:46])[CH:40]=[N:41][CH:42]=3)[CH:3]=2)[NH:7][N:6]=1. The catalyst class is: 70.